This data is from Full USPTO retrosynthesis dataset with 1.9M reactions from patents (1976-2016). The task is: Predict the reactants needed to synthesize the given product. The reactants are: [O:1]1[C:6]2[CH:7]=[CH:8][C:9]([CH2:11][C:12]3[CH:13]=[C:14]([C@@H:20]4[O:25][C@H:24]([CH2:26][O:27][P:28](=[O:39])([O:34]C(C)(C)C)[O:29]C(C)(C)C)[C@@H:23]([OH:40])[C@H:22]([OH:41])[C@H:21]4[OH:42])[CH:15]=[CH:16][C:17]=3[CH2:18][CH3:19])=[CH:10][C:5]=2[O:4][CH2:3][CH2:2]1. Given the product [O:1]1[C:6]2[CH:7]=[CH:8][C:9]([CH2:11][C:12]3[CH:13]=[C:14]([C@@H:20]4[O:25][C@H:24]([CH2:26][O:27][P:28](=[O:29])([OH:34])[OH:39])[C@@H:23]([OH:40])[C@H:22]([OH:41])[C@H:21]4[OH:42])[CH:15]=[CH:16][C:17]=3[CH2:18][CH3:19])=[CH:10][C:5]=2[O:4][CH2:3][CH2:2]1, predict the reactants needed to synthesize it.